This data is from CYP2C9 inhibition data for predicting drug metabolism from PubChem BioAssay. The task is: Regression/Classification. Given a drug SMILES string, predict its absorption, distribution, metabolism, or excretion properties. Task type varies by dataset: regression for continuous measurements (e.g., permeability, clearance, half-life) or binary classification for categorical outcomes (e.g., BBB penetration, CYP inhibition). Dataset: cyp2c9_veith. The drug is COC(=O)[C@@]1(Cc2ccc(F)cc2)[C@H]2c3cc(C(=O)N(C)C)n(CCO)c3C[C@H]2CN1C(=O)c1ccccc1. The result is 1 (inhibitor).